Dataset: Catalyst prediction with 721,799 reactions and 888 catalyst types from USPTO. Task: Predict which catalyst facilitates the given reaction. (1) Reactant: [OH:1][C:2]1[CH:3]=[C:4]([C:8]2[NH:9][C:10](=[O:17])[C:11]3[S:16][CH:15]=[CH:14][C:12]=3[N:13]=2)[CH:5]=[CH:6][CH:7]=1.[C:18]([O-])(=[O:20])[CH3:19].[Na+]. Product: [O:17]=[C:10]1[NH:9][C:8]([C:4]2[CH:3]=[C:2]([O:1][C:18](=[O:20])[CH3:19])[CH:7]=[CH:6][CH:5]=2)=[N:13][C:12]2[CH:14]=[CH:15][S:16][C:11]1=2. The catalyst class is: 152. (2) The catalyst class is: 12. Product: [C:31]([O:30][C:28]([N:25]1[CH2:26][CH2:27][N:22]([C:19]2[CH:20]=[CH:21][C:16]([NH:15][C:5]3[C:4]4[C:9](=[CH:10][CH:11]=[C:2]([C:42]5[CH:41]=[N:40][C:49]6[C:44]([CH:43]=5)=[CH:45][CH:46]=[CH:47][CH:48]=6)[CH:3]=4)[N:8]=[CH:7][C:6]=3[CH2:12][OH:13])=[CH:17][C:18]=2[C:35]([F:38])([F:36])[F:37])[CH2:23][CH2:24]1)=[O:29])([CH3:32])([CH3:33])[CH3:34]. Reactant: Cl[C:2]1[CH:11]=[CH:10][C:9]2[N:8]=[CH:7][C:6]3[CH2:12][O:13]C(=O)[N:15]([C:16]4[CH:21]=[CH:20][C:19]([N:22]5[CH2:27][CH2:26][N:25]([C:28]([O:30][C:31]([CH3:34])([CH3:33])[CH3:32])=[O:29])[CH2:24][CH2:23]5)=[C:18]([C:35]([F:38])([F:37])[F:36])[CH:17]=4)[C:5]=3[C:4]=2[CH:3]=1.[N:40]1[C:49]2[C:44](=[CH:45][CH:46]=[CH:47][CH:48]=2)[CH:43]=[C:42](B(O)O)[CH:41]=1.CC(C1C=C(C(C)C)C(C2C(P(C(C)(C)C)C(C)(C)C)=CC=CC=2)=C(C(C)C)C=1)C.C([O-])([O-])=O.[Na+].[Na+]. (3) Reactant: FC(F)(F)C(O)=O.C(OC([N:15]1[CH2:20][CH2:19][CH:18]([C:21]2[CH:26]=[C:25]([F:27])[C:24]([O:28][CH2:29][C:30]3[CH:35]=[CH:34][CH:33]=[CH:32][CH:31]=3)=[CH:23][C:22]=2[O:36][CH2:37][C:38]2[CH:43]=[CH:42][CH:41]=[CH:40][CH:39]=2)[CH2:17][CH2:16]1)=O)(C)(C)C.O. Product: [CH2:37]([O:36][C:22]1[CH:23]=[C:24]([O:28][CH2:29][C:30]2[CH:31]=[CH:32][CH:33]=[CH:34][CH:35]=2)[C:25]([F:27])=[CH:26][C:21]=1[CH:18]1[CH2:17][CH2:16][NH:15][CH2:20][CH2:19]1)[C:38]1[CH:43]=[CH:42][CH:41]=[CH:40][CH:39]=1. The catalyst class is: 4.